The task is: Predict the product of the given reaction.. This data is from Forward reaction prediction with 1.9M reactions from USPTO patents (1976-2016). (1) Given the reactants [C:1]([O:5][C:6]([N:8]1[C:21]2[C:13](=[CH:14][C:15]3[CH2:16][O:17][CH2:18][C:19]=3[CH:20]=2)[C@@H:12]([N:22]([CH2:28][C:29]2[CH:34]=[C:33]([C:35]([F:38])([F:37])[F:36])[CH:32]=[C:31]([C:39]([F:42])([F:41])[F:40])[CH:30]=2)[C:23]2[N:24]=[N:25][NH:26][N:27]=2)[CH2:11][CH2:10][CH2:9]1)=[O:7])([CH3:4])([CH3:3])[CH3:2].O[CH2:44][CH2:45][N:46]1[C:50](=[O:51])[C:49]2=[CH:52][CH:53]=[CH:54][CH:55]=[C:48]2[C:47]1=[O:56].C1(P(C2C=CC=CC=2)C2C=CC=CC=2)C=CC=CC=1.CCOC(/N=N/C(OCC)=O)=O, predict the reaction product. The product is: [C:1]([O:5][C:6]([N:8]1[C:21]2[C:13](=[CH:14][C:15]3[CH2:16][O:17][CH2:18][C:19]=3[CH:20]=2)[C@@H:12]([N:22]([CH2:28][C:29]2[CH:30]=[C:31]([C:39]([F:40])([F:41])[F:42])[CH:32]=[C:33]([C:35]([F:36])([F:37])[F:38])[CH:34]=2)[C:23]2[N:24]=[N:25][N:26]([CH2:44][CH2:45][N:46]3[C:47](=[O:56])[C:48]4[C:49](=[CH:52][CH:53]=[CH:54][CH:55]=4)[C:50]3=[O:51])[N:27]=2)[CH2:11][CH2:10][CH2:9]1)=[O:7])([CH3:4])([CH3:2])[CH3:3]. (2) Given the reactants [O:1]=[C:2]1[NH:8][CH2:7][C:6]2[CH:9]=[CH:10][CH:11]=[CH:12][C:5]=2[N:4]2[CH2:13][CH2:14][N:15](C(OC(C)(C)C)=O)[CH2:16][CH:3]12.[H-].[Na+].Br[CH2:27][CH:28]1[CH2:30][CH2:29]1.Cl, predict the reaction product. The product is: [CH:28]1([CH2:27][N:8]2[CH2:7][C:6]3[CH:9]=[CH:10][CH:11]=[CH:12][C:5]=3[N:4]3[CH2:13][CH2:14][NH:15][CH2:16][CH:3]3[C:2]2=[O:1])[CH2:30][CH2:29]1. (3) Given the reactants Cl[C:2]1[C:7]([O:8][CH3:9])=[CH:6][N:5]=[C:4]([CH3:10])[N:3]=1.[Cl:11][C:12]1[S:16][C:15]([S:17]([NH2:20])(=[O:19])=[O:18])=[CH:14][CH:13]=1, predict the reaction product. The product is: [CH3:9][O:8][C:7]1[C:2]([NH:20][S:17]([C:15]2[S:16][C:12]([Cl:11])=[CH:13][CH:14]=2)(=[O:19])=[O:18])=[N:3][C:4]([CH3:10])=[N:5][CH:6]=1. (4) Given the reactants [F:1][C:2]1[C:7]([F:8])=[C:6]([CH3:9])[CH:5]=[CH:4][C:3]=1[OH:10].[N+:11]([O-])([OH:13])=[O:12], predict the reaction product. The product is: [F:1][C:2]1[C:7]([F:8])=[C:6]([CH3:9])[CH:5]=[C:4]([N+:11]([O-:13])=[O:12])[C:3]=1[OH:10]. (5) Given the reactants [F:1][C:2]([F:21])([F:20])[C:3]1[CH:4]=[C:5]([C@H:13]2[O:17][C:16](=[O:18])[NH:15][C@H:14]2[CH3:19])[CH:6]=[C:7]([C:9]([F:12])([F:11])[F:10])[CH:8]=1.[Br:22][C:23]1[C:24]([CH2:31]S(C)(=O)=O)=[N:25][C:26]([S:29][CH3:30])=[N:27][CH:28]=1.[NH4+].[Cl-], predict the reaction product. The product is: [F:21][C:2]([F:1])([F:20])[C:3]1[CH:4]=[C:5]([C@H:13]2[O:17][C:16](=[O:18])[N:15]([CH2:31][C:24]3[C:23]([Br:22])=[CH:28][N:27]=[C:26]([S:29][CH3:30])[N:25]=3)[C@H:14]2[CH3:19])[CH:6]=[C:7]([C:9]([F:10])([F:11])[F:12])[CH:8]=1. (6) Given the reactants [NH2:1][C:2]1[CH:7]=[C:6]([CH3:8])[CH:5]=[CH:4][C:3]=1[N:9]1[CH:13]=[CH:12][N:11]=[C:10]1[CH2:14][CH2:15][C:16]([O:18]CC)=[O:17].[C:21](N1C=CN=C1)(N1C=CN=C1)=[O:22], predict the reaction product. The product is: [CH3:8][C:6]1[CH:7]=[C:2]2[C:3](=[CH:4][CH:5]=1)[N:9]1[C:10]([CH2:14][CH2:15][C:16]([OH:18])=[O:17])=[N:11][CH:12]=[C:13]1[C:21](=[O:22])[NH:1]2. (7) Given the reactants [OH:1][C:2]1[CH:10]=[CH:9][C:8]([C:11]2[N:12]([C:27]([O:29][C:30]([CH3:33])([CH3:32])[CH3:31])=[O:28])[C:13]3[C:18]([CH:19]=2)=[CH:17][C:16]([CH2:20][N:21]2[CH2:26][CH2:25][CH2:24][CH2:23][CH2:22]2)=[CH:15][CH:14]=3)=[C:7]2[C:3]=1[CH2:4][NH:5][C:6]2=[O:34].C(N(CC)CC)C.[S:42]1[C:46]2[CH:47]=[CH:48][CH:49]=[CH:50][C:45]=2[CH:44]=[C:43]1[S:51](Cl)(=[O:53])=[O:52], predict the reaction product. The product is: [S:42]1[C:46]2[CH:47]=[CH:48][CH:49]=[CH:50][C:45]=2[CH:44]=[C:43]1[S:51]([O:1][C:2]1[CH:10]=[CH:9][C:8]([C:11]2[N:12]([C:27]([O:29][C:30]([CH3:31])([CH3:33])[CH3:32])=[O:28])[C:13]3[C:18]([CH:19]=2)=[CH:17][C:16]([CH2:20][N:21]2[CH2:26][CH2:25][CH2:24][CH2:23][CH2:22]2)=[CH:15][CH:14]=3)=[C:7]2[C:3]=1[CH2:4][NH:5][C:6]2=[O:34])(=[O:53])=[O:52].